The task is: Predict the reactants needed to synthesize the given product.. This data is from Full USPTO retrosynthesis dataset with 1.9M reactions from patents (1976-2016). (1) The reactants are: [BH4-].[BH4-].[BH4-].[BH4-].[Na+].[Na+].[Na+].[Na+].[CH3:9][O:10][C:11]1[C:12]([O:37][CH3:38])=[CH:13][C:14]2[N:20](COCC[Si](C)(C)C)[C:19](=O)[C@@H:18]3[CH2:30][C:31]([CH:33]=[CH2:34])=[CH:32][N:17]3[C:16](=[O:35])[C:15]=2[CH:36]=1.CCO.C1COCC1. Given the product [CH3:9][O:10][C:11]1[C:12]([O:37][CH3:38])=[CH:13][C:14]2[N:20]=[CH:19][C@@H:18]3[CH2:30][C:31]([CH:33]=[CH2:34])=[CH:32][N:17]3[C:16](=[O:35])[C:15]=2[CH:36]=1, predict the reactants needed to synthesize it. (2) Given the product [C:10]([C:14]1[CH:15]=[CH:16][C:17]([C:18]2[NH:8][C:4]3[C:5]([NH2:7])=[CH:6][N:1]=[CH:2][C:3]=3[N:9]=2)=[CH:20][CH:21]=1)([CH3:13])([CH3:12])[CH3:11], predict the reactants needed to synthesize it. The reactants are: [N:1]1[CH:6]=[C:5]([NH2:7])[C:4]([NH2:8])=[C:3]([NH2:9])[CH:2]=1.[C:10]([C:14]1[CH:21]=[CH:20][C:17]([CH:18]=O)=[CH:16][CH:15]=1)([CH3:13])([CH3:12])[CH3:11].